From a dataset of Peptide-MHC class I binding affinity with 185,985 pairs from IEDB/IMGT. Regression. Given a peptide amino acid sequence and an MHC pseudo amino acid sequence, predict their binding affinity value. This is MHC class I binding data. (1) The peptide sequence is FVDTMSIYI. The MHC is HLA-A02:03 with pseudo-sequence HLA-A02:03. The binding affinity (normalized) is 0.453. (2) The peptide sequence is LPWFLDTTI. The MHC is HLA-B51:01 with pseudo-sequence HLA-B51:01. The binding affinity (normalized) is 0.674. (3) The peptide sequence is WVCYQYSGYR. The MHC is HLA-A33:01 with pseudo-sequence HLA-A33:01. The binding affinity (normalized) is 0.364. (4) The peptide sequence is EVVDMLSTY. The MHC is HLA-A23:01 with pseudo-sequence HLA-A23:01. The binding affinity (normalized) is 0.0847. (5) The peptide sequence is VTRKHMILA. The MHC is HLA-A30:01 with pseudo-sequence HLA-A30:01. The binding affinity (normalized) is 0.845.